From a dataset of Reaction yield outcomes from USPTO patents with 853,638 reactions. Predict the reaction yield, written as a fraction of the theoretical maximum amount of product (1.0 means a 100% yield; for example, 0.34 means a 34% yield). (1) The reactants are [Cl:1][C:2]1[CH:7]=[CH:6][CH:5]=[CH:4][C:3]=1[C@H:8]([O:10][C:11]1[CH:15]=[C:14]([N:16]2[C:20]3[CH:21]=[C:22]([C:25]([F:33])([F:32])[CH:26]4[CH2:31][CH2:30][NH:29][CH2:28][CH2:27]4)[CH:23]=[CH:24][C:19]=3[N:18]=[CH:17]2)[S:13][C:12]=1[C:34]([NH2:36])=[O:35])[CH3:9].Br[CH:38]([CH3:40])[CH3:39].C(=O)([O-])[O-].[Na+].[Na+]. The catalyst is C(#N)C. The product is [Cl:1][C:2]1[CH:7]=[CH:6][CH:5]=[CH:4][C:3]=1[C@H:8]([O:10][C:11]1[CH:15]=[C:14]([N:16]2[C:20]3[CH:21]=[C:22]([C:25]([F:33])([F:32])[CH:26]4[CH2:27][CH2:28][N:29]([CH:38]([CH3:40])[CH3:39])[CH2:30][CH2:31]4)[CH:23]=[CH:24][C:19]=3[N:18]=[CH:17]2)[S:13][C:12]=1[C:34]([NH2:36])=[O:35])[CH3:9]. The yield is 0.460. (2) The reactants are N[C@H](C(O)=O)CS.C1(=O)NC(=O)C=C1.[OH:15][C:16]([CH2:18][CH2:19][CH2:20][CH2:21][C@H:22]1[C@@H:30]2[C@@H:25]([NH:26][C:27]([NH:29]2)=[O:28])[CH2:24][S:23]1)=[O:17]. No catalyst specified. The product is [OH:17][C:16]([CH2:18][CH2:19][CH2:20][CH2:21][C@H:22]1[C@@H:30]2[C@@H:25]([NH:26][C:27]([NH:29]2)=[O:28])[CH2:24][S:23]1)=[O:15]. The yield is 1.00. (3) The reactants are [BH4-].[Na+].[CH2:3](Br)[CH:4]=[CH2:5].[C:7]([NH2:26])(=[O:25])[C:8]1[CH:13]=[CH:12][CH:11]=[CH:10][C:9]=1[S:14][S:14][C:9]1[CH:10]=[CH:11][CH:12]=[CH:13][C:8]=1[C:7]([NH2:26])=[O:25].Cl. The catalyst is CO. The product is [CH2:3]([S:14][C:9]1[CH:10]=[CH:11][CH:12]=[CH:13][C:8]=1[C:7]([NH2:26])=[O:25])[CH:4]=[CH2:5]. The yield is 0.940. (4) The reactants are C(N(CC)C(C)C)(C)C.[SH:10][CH2:11][CH2:12][C:13]([O:15][CH3:16])=[O:14].[CH3:17][C:18]([CH3:24])([CH2:22][CH3:23])[C:19](Cl)=[O:20].II. The catalyst is C(OC(C)C)(=O)C.CCCCCCC.CCOC(C)=O. The product is [CH3:17][C:18]([CH3:24])([CH2:22][CH3:23])[C:19]([S:10][CH2:11][CH2:12][C:13]([O:15][CH3:16])=[O:14])=[O:20]. The yield is 0.800. (5) The reactants are Br[C:2]1[C:3]([C:24]2[CH:29]=[CH:28][N:27]=[CH:26][CH:25]=2)=[C:4]([C:17]2[CH:22]=[CH:21][CH:20]=[C:19]([Cl:23])[CH:18]=2)[N:5]([Si](C(C)C)(C(C)C)C(C)C)[CH:6]=1.[C:30]1([C@H:36]2[CH2:44][N:43]3[C@H:38]([CH2:39][C:40](=O)[CH2:41][CH2:42]3)[CH2:37]2)[CH:35]=[CH:34][CH:33]=[CH:32][CH:31]=1.C(OCC)(=O)C.CO. The catalyst is ClCCl. The product is [Cl:23][C:19]1[CH:18]=[C:17]([C:4]2[NH:5][CH:6]=[C:2]([C:40]3[CH2:41][CH2:42][N:43]4[C@H:38]([CH:39]=3)[CH2:37][C@@H:36]([C:30]3[CH:31]=[CH:32][CH:33]=[CH:34][CH:35]=3)[CH2:44]4)[C:3]=2[C:24]2[CH:29]=[CH:28][N:27]=[CH:26][CH:25]=2)[CH:22]=[CH:21][CH:20]=1. The yield is 0.210. (6) The reactants are [C:1]1([CH2:7][CH2:8][CH2:9][O:10][C:11]2[C:12]([C:16]3[CH:17]=[N:18][CH:19]=[CH:20][CH:21]=3)=[N:13][NH:14][CH:15]=2)C=CC=CC=1.BrCCC=C.N1C=CC=C(C2C(O)=CN(COCC[Si](C)(C)C)N=2)C=1. The yield is 0.430. The product is [CH2:9]([O:10][C:11]1[C:12]([C:16]2[CH:17]=[N:18][CH:19]=[CH:20][CH:21]=2)=[N:13][NH:14][CH:15]=1)[CH2:8][CH:7]=[CH2:1]. The catalyst is C(OCC)C. (7) The reactants are [N+:1]([C:4]1[CH:5]=[C:6]([C:10]2[C:11]([C:16]([N:18]3[CH2:23][CH2:22][N:21]([C:24]([O:26][C:27]([CH3:30])([CH3:29])[CH3:28])=[O:25])[CH2:20][CH2:19]3)=[O:17])=[CH:12][CH:13]=[CH:14][CH:15]=2)[CH:7]=[CH:8][CH:9]=1)([O-])=O.[H][H]. The catalyst is CO.[OH-].[OH-].[Pd+2]. The product is [NH2:1][C:4]1[CH:5]=[C:6]([C:10]2[C:11]([C:16]([N:18]3[CH2:19][CH2:20][N:21]([C:24]([O:26][C:27]([CH3:30])([CH3:29])[CH3:28])=[O:25])[CH2:22][CH2:23]3)=[O:17])=[CH:12][CH:13]=[CH:14][CH:15]=2)[CH:7]=[CH:8][CH:9]=1. The yield is 1.00. (8) The reactants are ClCCl.[NH2:4][C:5]1[CH:13]=[C:12]([F:14])[CH:11]=[CH:10][C:6]=1[C:7]([OH:9])=[O:8].C(=O)([O-])O.[Na+].[I:20](Cl)(=O)=O.I(Cl)(=O)=O.C([N+](C)(C)C)C1C=CC=CC=1. The catalyst is CO. The product is [NH2:4][C:5]1[CH:13]=[C:12]([F:14])[C:11]([I:20])=[CH:10][C:6]=1[C:7]([OH:9])=[O:8]. The yield is 0.770. (9) The reactants are [Br:1][C:2]1[CH:3]=[C:4]([C:7]([NH:9][CH:10](O)[C:11]([Cl:14])([Cl:13])[Cl:12])=[O:8])[O:5][CH:6]=1.[N:16]([CH:19]1[CH2:26][CH2:25][CH2:24][CH2:23][CH2:22][CH2:21][CH2:20]1)=C=O. The catalyst is C1C=CC=CC=1.C(N(CC)CC)C. The product is [Br:1][C:2]1[CH:3]=[C:4]([C:7]([NH:9][CH:10]([NH:16][CH:19]2[CH2:26][CH2:25][CH2:24][CH2:23][CH2:22][CH2:21][CH2:20]2)[C:11]([Cl:14])([Cl:13])[Cl:12])=[O:8])[O:5][CH:6]=1. The yield is 0.670. (10) The reactants are Cl.C(O[C:5]([C:7]1[CH:8]=[C:9]2[C:13](=[CH:14][CH:15]=1)[NH:12][N:11]=[C:10]2[C:16]1[CH:21]=[CH:20][C:19]([F:22])=[CH:18][CH:17]=1)=[NH:6])C.C[O-].[Na+].[NH2:26][NH:27][C:28](=O)[CH2:29][N:30]([CH2:33][CH3:34])[CH2:31][CH3:32]. The catalyst is C(O)C.CO. The product is [CH2:31]([N:30]([CH2:33][CH3:34])[CH2:29][C:28]1[NH:27][N:26]=[C:5]([C:7]2[CH:8]=[C:9]3[C:13](=[CH:14][CH:15]=2)[NH:12][N:11]=[C:10]3[C:16]2[CH:21]=[CH:20][C:19]([F:22])=[CH:18][CH:17]=2)[N:6]=1)[CH3:32]. The yield is 0.110.